From a dataset of Catalyst prediction with 721,799 reactions and 888 catalyst types from USPTO. Predict which catalyst facilitates the given reaction. (1) Reactant: [N+:1]([C:4]1[CH:9]=[CH:8][C:7]([CH2:10][C:11](=[O:13])[CH3:12])=[CH:6][CH:5]=1)([O-:3])=[O:2].[BH4-].[Na+]. Product: [N+:1]([C:4]1[CH:5]=[CH:6][C:7]([CH2:10][CH:11]([OH:13])[CH3:12])=[CH:8][CH:9]=1)([O-:3])=[O:2]. The catalyst class is: 5. (2) The catalyst class is: 40. Product: [NH2:18][C:16]1[CH:15]=[CH:14][C:8]([C:9]([O:11][CH2:12][CH3:13])=[O:10])=[C:7]([N:1]2[CH2:2][CH2:3][O:4][CH2:5][CH2:6]2)[CH:17]=1. Reactant: [N:1]1([C:7]2[CH:17]=[C:16]([N+:18]([O-])=O)[CH:15]=[CH:14][C:8]=2[C:9]([O:11][CH2:12][CH3:13])=[O:10])[CH2:6][CH2:5][O:4][CH2:3][CH2:2]1.[Cl-].[NH4+]. (3) Reactant: [Br:1][C:2]1[CH:3]=[C:4]2[C:12](=[CH:13][CH:14]=1)[NH:11][C:10]1[CH:9]([NH2:15])[CH2:8][CH2:7][CH2:6][C:5]2=1.C[Si]([N:20]=[C:21]=[O:22])(C)C. The catalyst class is: 32. Product: [Br:1][C:2]1[CH:3]=[C:4]2[C:12](=[CH:13][CH:14]=1)[NH:11][C:10]1[CH:9]([NH:15][C:21]([NH2:20])=[O:22])[CH2:8][CH2:7][CH2:6][C:5]2=1.